Dataset: Full USPTO retrosynthesis dataset with 1.9M reactions from patents (1976-2016). Task: Predict the reactants needed to synthesize the given product. Given the product [Cl:44][C:12]1[N:11]=[C:10]([C:36]2[CH:41]=[N:40][CH:39]=[CH:38][N:37]=2)[N:9]=[C:8]([CH:1]2[CH2:7][CH2:6][CH2:5][CH2:4][CH2:3][CH2:2]2)[C:13]=1[C:14]1[C:32]([F:33])=[CH:31][C:17]([O:18][CH2:19][CH2:20][CH2:21][N:22]([CH3:30])[C:23](=[O:29])[O:24][C:25]([CH3:28])([CH3:27])[CH3:26])=[CH:16][C:15]=1[F:34], predict the reactants needed to synthesize it. The reactants are: [CH:1]1([C:8]2[C:13]([C:14]3[C:32]([F:33])=[CH:31][C:17]([O:18][CH2:19][CH2:20][CH2:21][N:22]([CH3:30])[C:23](=[O:29])[O:24][C:25]([CH3:28])([CH3:27])[CH3:26])=[CH:16][C:15]=3[F:34])=[C:12](O)[N:11]=[C:10]([C:36]3[CH:41]=[N:40][CH:39]=[CH:38][N:37]=3)[N:9]=2)[CH2:7][CH2:6][CH2:5][CH2:4][CH2:3][CH2:2]1.P(Cl)(Cl)([Cl:44])=O.N1C(C)=CC=CC=1C.